Dataset: Full USPTO retrosynthesis dataset with 1.9M reactions from patents (1976-2016). Task: Predict the reactants needed to synthesize the given product. (1) Given the product [F:6][C:4]([F:5])([F:7])[C:3]([C:9]1[CH:27]=[CH:26][C:12]([CH2:13][N:14]2[C:22]3[C:17](=[CH:18][C:19]([C:23]([N:32]([CH3:33])[CH3:31])=[O:24])=[CH:20][CH:21]=3)[CH2:16][CH2:15]2)=[CH:11][CH:10]=1)([OH:8])[C:2]([F:28])([F:1])[F:29], predict the reactants needed to synthesize it. The reactants are: [F:1][C:2]([F:29])([F:28])[C:3]([C:9]1[CH:27]=[CH:26][C:12]([CH2:13][N:14]2[C:22]3[C:17](=[CH:18][C:19]([C:23](O)=[O:24])=[CH:20][CH:21]=3)[CH2:16][CH2:15]2)=[CH:11][CH:10]=1)([OH:8])[C:4]([F:7])([F:6])[F:5].C[CH2:31][N:32](CC)[CH2:33]C.C1C=CC2N(O)N=NC=2C=1.CCN=C=NCCCN(C)C.Cl.Cl. (2) Given the product [CH:1]1([CH2:5][C@H:6]2[CH2:7][CH2:8][C@H:9]([NH:12][C:13](=[O:24])[CH2:14][C:15]3[CH:20]=[CH:19][C:18]([OH:21])=[C:17]([O:22][CH3:23])[CH:16]=3)[CH2:10][CH2:11]2)[CH2:4][CH2:3][CH2:2]1, predict the reactants needed to synthesize it. The reactants are: [C:1]1(=[CH:5][C@H:6]2[CH2:11][CH2:10][C@H:9]([NH:12][C:13](=[O:24])[CH2:14][C:15]3[CH:20]=[CH:19][C:18]([OH:21])=[C:17]([O:22][CH3:23])[CH:16]=3)[CH2:8][CH2:7]2)[CH2:4][CH2:3][CH2:2]1.C(C(CC)=C[C@H]1CC[C@H](NC(=O)CC2C=CC(O)=C(OC)C=2)CC1)C. (3) Given the product [CH3:27][S:28]([O:19][CH2:1][CH2:2][CH2:3][CH2:4][CH2:5][CH2:6][CH2:7][CH2:8]/[CH:9]=[CH:10]\[CH2:11]/[CH:12]=[CH:13]\[CH2:14][CH2:15][CH2:16][CH2:17][CH3:18])(=[O:30])=[O:29], predict the reactants needed to synthesize it. The reactants are: [CH2:1]([OH:19])[CH2:2][CH2:3][CH2:4][CH2:5][CH2:6][CH2:7][CH2:8]/[CH:9]=[CH:10]\[CH2:11]/[CH:12]=[CH:13]\[CH2:14][CH2:15][CH2:16][CH2:17][CH3:18].C(N(CC)CC)C.[CH3:27][S:28](Cl)(=[O:30])=[O:29].C(O)C. (4) Given the product [Cl:21][C:22]1[N:23]=[CH:24][N:25]=[C:26]([NH:2][CH2:3][C:4]2[CH:5]=[CH:6][C:7]([S:10][C:11]([CH3:20])([CH3:19])[C:12]([O:14][C:15]([CH3:18])([CH3:17])[CH3:16])=[O:13])=[CH:8][CH:9]=2)[CH:27]=1, predict the reactants needed to synthesize it. The reactants are: Cl.[NH2:2][CH2:3][C:4]1[CH:9]=[CH:8][C:7]([S:10][C:11]([CH3:20])([CH3:19])[C:12]([O:14][C:15]([CH3:18])([CH3:17])[CH3:16])=[O:13])=[CH:6][CH:5]=1.[Cl:21][C:22]1[CH:27]=[C:26](Cl)[N:25]=[CH:24][N:23]=1.C(N(CC)CC)C.O. (5) Given the product [CH2:1]([O:8][C:9]([NH:11][CH2:12][CH2:13][N:14]1[C:19]2[CH:20]=[C:21]([C:25]([OH:27])=[O:26])[C:22]([CH3:24])=[CH:23][C:18]=2[O:17][C:16]([CH3:39])([C:29]2[CH:34]=[CH:33][CH:32]=[C:31]([C:35]([F:38])([F:37])[F:36])[CH:30]=2)[C:15]1=[O:40])=[O:10])[C:2]1[CH:7]=[CH:6][CH:5]=[CH:4][CH:3]=1, predict the reactants needed to synthesize it. The reactants are: [CH2:1]([O:8][C:9]([NH:11][CH2:12][CH2:13][N:14]1[C:19]2[CH:20]=[C:21]([C:25]([O:27]C)=[O:26])[C:22]([CH3:24])=[CH:23][C:18]=2[O:17][C:16]([CH3:39])([C:29]2[CH:34]=[CH:33][CH:32]=[C:31]([C:35]([F:38])([F:37])[F:36])[CH:30]=2)[C:15]1=[O:40])=[O:10])[C:2]1[CH:7]=[CH:6][CH:5]=[CH:4][CH:3]=1.[OH-].[Na+]. (6) Given the product [C:48]([C:45]([C:42]1[CH:41]=[CH:40][C:39]([N:38]2[C:32]3[N:33]=[C:34]([NH:24][C:21]4[N:20]=[CH:19][C:18]([N:11]5[C:12](=[O:17])[CH2:13][CH:14]6[N:8]([C:6]([O:5][C:1]([CH3:4])([CH3:2])[CH3:3])=[O:7])[CH:9]([CH2:16][CH2:15]6)[CH2:10]5)=[CH:23][CH:22]=4)[N:35]=[CH:36][C:31]=3[CH:30]=[C:29]2[C:27](=[O:28])[N:26]([CH3:25])[CH3:50])=[CH:44][CH:43]=1)([CH3:47])[CH3:46])#[N:49], predict the reactants needed to synthesize it. The reactants are: [C:1]([O:5][C:6]([N:8]1[CH:14]2[CH2:15][CH2:16][CH:9]1[CH2:10][N:11]([C:18]1[CH:19]=[N:20][C:21]([NH2:24])=[CH:22][CH:23]=1)[C:12](=[O:17])[CH2:13]2)=[O:7])([CH3:4])([CH3:3])[CH3:2].[CH3:25][N:26]([CH3:50])[C:27]([C:29]1[N:38]([C:39]2[CH:44]=[CH:43][C:42]([C:45]([C:48]#[N:49])([CH3:47])[CH3:46])=[CH:41][CH:40]=2)[C:32]2[N:33]=[C:34](Cl)[N:35]=[CH:36][C:31]=2[CH:30]=1)=[O:28]. (7) Given the product [CH3:1][O:2][C:3]1[CH:4]=[C:5]([NH:14][C:15](=[O:20])[C:16]([OH:18])=[O:17])[CH:6]=[CH:7][C:8]=1[C:9]1[O:13][CH:12]=[N:11][CH:10]=1, predict the reactants needed to synthesize it. The reactants are: [CH3:1][O:2][C:3]1[CH:4]=[C:5]([NH:14][C:15](=[O:20])[C:16]([O:18]C)=[O:17])[CH:6]=[CH:7][C:8]=1[C:9]1[O:13][CH:12]=[N:11][CH:10]=1.[OH-].[Na+]. (8) Given the product [C:7]([O:11][C:12]([N:14]1[CH2:18][C@@H:17]([N:19]([CH2:32][C:33]2[CH:34]=[C:35]([C:43]([F:46])([F:44])[F:45])[CH:36]=[C:37]([C:39]([F:40])([F:41])[F:42])[CH:38]=2)[C:20]2[N:21]=[CH:22][C:23]([CH2:26][CH2:27][CH2:28][OH:29])=[CH:24][N:25]=2)[CH2:16][C@H:15]1[CH2:47][CH3:48])=[O:13])([CH3:10])([CH3:9])[CH3:8], predict the reactants needed to synthesize it. The reactants are: [H-].[H-].[H-].[H-].[Li+].[Al+3].[C:7]([O:11][C:12]([N:14]1[CH2:18][C@@H:17]([N:19]([CH2:32][C:33]2[CH:38]=[C:37]([C:39]([F:42])([F:41])[F:40])[CH:36]=[C:35]([C:43]([F:46])([F:45])[F:44])[CH:34]=2)[C:20]2[N:25]=[CH:24][C:23]([CH2:26][CH2:27][C:28](OC)=[O:29])=[CH:22][N:21]=2)[CH2:16][C@H:15]1[CH2:47][CH3:48])=[O:13])([CH3:10])([CH3:9])[CH3:8].